From a dataset of Full USPTO retrosynthesis dataset with 1.9M reactions from patents (1976-2016). Predict the reactants needed to synthesize the given product. (1) Given the product [CH:2]1([CH2:4][O:5][C:6]2[N:11]=[CH:10][C:9]([O:12][C@@H:13]3[CH2:17][CH2:16][N:15]([C:20]4[CH:28]=[C:27]5[C:23](=[C:22]([F:30])[CH:21]=4)[CH2:24][CH2:25][C:26]5=[O:29])[C:14]3=[O:18])=[CH:8][CH:7]=2)[CH2:3][CH2:1]1, predict the reactants needed to synthesize it. The reactants are: [CH2:1]1[CH2:3][CH:2]1[CH2:4][O:5][C:6]1[N:11]=[CH:10][C:9]([O:12][C@@H:13]2[CH2:17][CH2:16][NH:15][C:14]2=[O:18])=[CH:8][CH:7]=1.Br[C:20]1[CH:28]=[C:27]2[C:23]([CH2:24][CH2:25][C:26]2=[O:29])=[C:22]([F:30])[CH:21]=1. (2) Given the product [ClH:1].[Cl:1][C:2]1[C:3]([CH2:8][NH2:9])=[N:4][CH:5]=[CH:6][N:7]=1, predict the reactants needed to synthesize it. The reactants are: [Cl:1][C:2]1[C:3]([CH2:8][N:9]2C(=O)C3C(=CC=CC=3)C2=O)=[N:4][CH:5]=[CH:6][N:7]=1.NN. (3) The reactants are: Cl[C:2]1[CH:3]=[C:4]([N:21]([CH:31]2[CH2:33][CH2:32]2)CC2C=CC(OC)=CC=2)[C:5]2[N:6]([C:8]([C:11]([NH:13][C:14]3[CH:19]=[CH:18][N:17]=[CH:16][C:15]=3[F:20])=[O:12])=[CH:9][N:10]=2)[N:7]=1.[CH3:34][N:35]1[CH2:40][CH2:39][CH:38]([NH2:41])[CH2:37][CH2:36]1.CN1C(=O)CCC1.C(O)(C(F)(F)F)=O. Given the product [CH:31]1([NH:21][C:4]2[C:5]3[N:6]([C:8]([C:11]([NH:13][C:14]4[CH:19]=[CH:18][N:17]=[CH:16][C:15]=4[F:20])=[O:12])=[CH:9][N:10]=3)[N:7]=[C:2]([NH:41][CH:38]3[CH2:39][CH2:40][N:35]([CH3:34])[CH2:36][CH2:37]3)[CH:3]=2)[CH2:32][CH2:33]1, predict the reactants needed to synthesize it. (4) Given the product [C:1]([O:4][C@@H:5]1[C@H:9]([O:10][C:11](=[O:13])[CH3:12])[C@@H:8]([C:14]#[CH:15])[O:7][C@H:6]1[N:16]1[CH:24]=[N:23][C:22]2[C:17]1=[N:18][CH:19]=[N:20][C:21]=2[NH:26][CH:27]1[CH2:35][C:34]2[C:29](=[CH:30][CH:31]=[CH:32][CH:33]=2)[CH2:28]1)(=[O:3])[CH3:2], predict the reactants needed to synthesize it. The reactants are: [C:1]([O:4][C@@H:5]1[C@H:9]([O:10][C:11](=[O:13])[CH3:12])[C@@H:8]([C:14]#[CH:15])[O:7][C@H:6]1[N:16]1[CH:24]=[N:23][C:22]2[C:17]1=[N:18][CH:19]=[N:20][C:21]=2Cl)(=[O:3])[CH3:2].[NH2:26][CH:27]1[CH2:35][C:34]2[C:29](=[CH:30][CH:31]=[CH:32][CH:33]=2)[CH2:28]1. (5) Given the product [CH3:7][C:8]1([CH:18]=[O:19])[CH2:17][CH2:16][C:11]2([O:12][CH2:13][CH2:14][O:15]2)[CH2:10][CH2:9]1, predict the reactants needed to synthesize it. The reactants are: N1C=CC=CC=1.[CH3:7][C:8]1([CH2:18][OH:19])[CH2:17][CH2:16][C:11]2([O:15][CH2:14][CH2:13][O:12]2)[CH2:10][CH2:9]1. (6) Given the product [Br:17][C:6]1([CH2:5][CH2:4][O:3][CH2:1][CH3:2])[C:7](=[O:14])[NH:8][C:9](=[O:13])[NH:10][C:11]1=[O:12], predict the reactants needed to synthesize it. The reactants are: [CH2:1]([O:3][CH2:4][CH2:5][CH:6]1[C:11](=[O:12])[NH:10][C:9](=[O:13])[NH:8][C:7]1=[O:14])[CH3:2].[OH-].[Na+].[Br:17]Br. (7) Given the product [Cl:1][C:2]1[CH:7]=[CH:6][C:5]([Cl:8])=[CH:4][C:3]=1[C:9]1[C:10]2[C:26](=[O:27])[N:25]([CH3:28])[CH2:24][C:11]=2[N:12]([CH2:16][C:17]([OH:19])=[O:18])[C:13](=[O:15])[CH:14]=1, predict the reactants needed to synthesize it. The reactants are: [Cl:1][C:2]1[CH:7]=[CH:6][C:5]([Cl:8])=[CH:4][C:3]=1[C:9]1[C:10]2[C:26](=[O:27])[N:25]([CH3:28])[CH2:24][C:11]=2[N:12]([CH2:16][C:17]([O:19]C(C)(C)C)=[O:18])[C:13](=[O:15])[CH:14]=1.C(O)(C(F)(F)F)=O. (8) Given the product [CH2:5]([O:9][CH2:10][CH:11]1[O:16][CH2:12]1)[CH:6]1[O:8][CH2:7]1, predict the reactants needed to synthesize it. The reactants are: Cl[SiH](C)C.[CH2:5]([O:9][CH2:10][CH:11]=[CH2:12])[CH:6]1[O:8][CH2:7]1.C1C[O:16]CC1. (9) Given the product [O:21]1[CH2:22][C@@H:20]1[CH2:19][O:17][C:13]1[CH:12]=[C:11]([C:9]2[CH:8]=[CH:7][CH:6]=[C:5]3[C:10]=2[N:1]=[CH:2][CH:3]=[CH:4]3)[CH:16]=[CH:15][CH:14]=1, predict the reactants needed to synthesize it. The reactants are: [N:1]1[C:10]2[C:5](=[CH:6][CH:7]=[CH:8][C:9]=2[C:11]2[CH:12]=[C:13]([OH:17])[CH:14]=[CH:15][CH:16]=2)[CH:4]=[CH:3][CH:2]=1.Cl[CH2:19][C@@H:20]1[CH2:22][O:21]1.C([O-])([O-])=O.[K+].[K+]. (10) Given the product [CH:24]1([NH:30][CH2:21][C@@H:19]([OH:20])[CH2:18][CH2:17][N:10]2[C:11]3[CH:16]=[CH:15][CH:14]=[CH:13][C:12]=3[N:8]([C:3]3[CH:4]=[CH:5][CH:6]=[CH:7][C:2]=3[F:1])[S:9]2(=[O:23])=[O:22])[CH2:29][CH2:28][CH2:27][CH2:26][CH2:25]1, predict the reactants needed to synthesize it. The reactants are: [F:1][C:2]1[CH:7]=[CH:6][CH:5]=[CH:4][C:3]=1[N:8]1[C:12]2[CH:13]=[CH:14][CH:15]=[CH:16][C:11]=2[N:10]([CH2:17][CH2:18][C@H:19]2[CH2:21][O:20]2)[S:9]1(=[O:23])=[O:22].[CH:24]1([NH2:30])[CH2:29][CH2:28][CH2:27][CH2:26][CH2:25]1.